This data is from Forward reaction prediction with 1.9M reactions from USPTO patents (1976-2016). The task is: Predict the product of the given reaction. (1) Given the reactants [F:1][C:2]1[CH:7]=[CH:6][C:5]([CH3:8])=[C:4]([I:9])[CH:3]=1.[Br:10]N1C(=O)CCC1=O.C(OOC(=O)C1C=CC=CC=1)(=O)C1C=CC=CC=1, predict the reaction product. The product is: [Br:10][CH2:8][C:5]1[CH:6]=[CH:7][C:2]([F:1])=[CH:3][C:4]=1[I:9]. (2) Given the reactants [CH:1]1([C:5]2[CH:6]=[N+:7]([O-])[CH:8]=[CH:9][C:10]=2[O:11][CH2:12][C:13]([F:16])([F:15])[F:14])[CH2:4][CH2:3][CH2:2]1.C[Si]([C:22]#[N:23])(C)C.CN(C)C(Cl)=O, predict the reaction product. The product is: [CH:1]1([C:5]2[C:10]([O:11][CH2:12][C:13]([F:16])([F:15])[F:14])=[CH:9][C:8]([C:22]#[N:23])=[N:7][CH:6]=2)[CH2:4][CH2:3][CH2:2]1. (3) Given the reactants [CH3:1][C:2]([CH3:18])([CH3:17])[CH2:3][N:4]1[C:8]2[CH:9]=[CH:10][C:11]([OH:14])=[C:12]([F:13])[C:7]=2[N:6]([CH3:15])[C:5]1=[O:16].O.[H-].[Na+].C1C=CC(N([S:29]([C:32]([F:35])([F:34])[F:33])(=[O:31])=[O:30])[S:29]([C:32]([F:35])([F:34])[F:33])(=[O:31])=[O:30])=CC=1, predict the reaction product. The product is: [F:33][C:32]([F:35])([F:34])[S:29]([O:14][C:11]1[CH:10]=[CH:9][C:8]2[N:4]([CH2:3][C:2]([CH3:18])([CH3:17])[CH3:1])[C:5](=[O:16])[N:6]([CH3:15])[C:7]=2[C:12]=1[F:13])(=[O:31])=[O:30]. (4) The product is: [CH3:1][O:2][C:3](=[O:31])[CH:4]([O:26][C:27]([CH3:28])([CH3:30])[CH3:29])[C:5]1[C:10]([CH3:11])=[CH:9][C:8]([N+:12]([O-:14])=[O:13])=[C:7]([O:15][S:32]([C:35]([F:38])([F:37])[F:36])(=[O:34])=[O:33])[C:6]=1[C:16]1[CH:17]=[C:18]2[C:23](=[CH:24][CH:25]=1)[O:22][CH2:21][CH2:20][CH2:19]2. Given the reactants [CH3:1][O:2][C:3](=[O:31])[CH:4]([O:26][C:27]([CH3:30])([CH3:29])[CH3:28])[C:5]1[C:10]([CH3:11])=[CH:9][C:8]([N+:12]([O-:14])=[O:13])=[C:7]([OH:15])[C:6]=1[C:16]1[CH:17]=[C:18]2[C:23](=[CH:24][CH:25]=1)[O:22][CH2:21][CH2:20][CH2:19]2.[S:32](O[S:32]([C:35]([F:38])([F:37])[F:36])(=[O:34])=[O:33])([C:35]([F:38])([F:37])[F:36])(=[O:34])=[O:33], predict the reaction product. (5) Given the reactants [CH3:1][S:2]([N:5]1[CH2:10][CH2:9][NH:8][CH2:7][CH2:6]1)(=[O:4])=[O:3].[Br:11][C:12]1[C:13]2[O:22][C:21]([CH:23]=O)=[CH:20][C:14]=2[C:15](=[O:19])[N:16]([CH3:18])[CH:17]=1, predict the reaction product. The product is: [Br:11][C:12]1[C:13]2[O:22][C:21]([CH2:23][N:8]3[CH2:9][CH2:10][N:5]([S:2]([CH3:1])(=[O:4])=[O:3])[CH2:6][CH2:7]3)=[CH:20][C:14]=2[C:15](=[O:19])[N:16]([CH3:18])[CH:17]=1.